This data is from Reaction yield outcomes from USPTO patents with 853,638 reactions. The task is: Predict the reaction yield, written as a fraction of the theoretical maximum amount of product (1.0 means a 100% yield; for example, 0.34 means a 34% yield). (1) The yield is 0.140. The catalyst is N1C=CC=CC=1. The product is [Cl:1][C:2]1[CH:3]=[CH:4][C:5]([C:8]([F:13])([F:12])[C:9]([NH:20][CH2:21][C:22]2[CH:23]=[C:24]3[C:28](=[CH:29][CH:30]=2)[C:27](=[O:31])[N:26]([CH:32]2[CH2:37][CH2:36][C:35](=[O:38])[NH:34][C:33]2=[O:39])[CH2:25]3)=[O:11])=[N:6][CH:7]=1. The reactants are [Cl:1][C:2]1[CH:3]=[CH:4][C:5]([C:8]([F:13])([F:12])[C:9]([OH:11])=O)=[N:6][CH:7]=1.P(Cl)(Cl)(Cl)=O.Cl.[NH2:20][CH2:21][C:22]1[CH:23]=[C:24]2[C:28](=[CH:29][CH:30]=1)[C:27](=[O:31])[N:26]([CH:32]1[CH2:37][CH2:36][C:35](=[O:38])[NH:34][C:33]1=[O:39])[CH2:25]2.C(=O)(O)[O-].[Na+]. (2) The reactants are Cl[C:2]1[C:7]([C:8]#[N:9])=[CH:6][N:5]=[C:4]([S:10][CH3:11])[N:3]=1.Cl.[NH2:13][C@H:14]1[CH2:19][C@@H:18]([OH:20])[C@H:17]([CH3:21])[CH2:16][CH2:15]1.CCN(C(C)C)C(C)C. The catalyst is CN(C=O)C. The product is [OH:20][C@H:18]1[C@H:17]([CH3:21])[CH2:16][CH2:15][C@@H:14]([NH:13][C:2]2[C:7]([C:8]#[N:9])=[CH:6][N:5]=[C:4]([S:10][CH3:11])[N:3]=2)[CH2:19]1. The yield is 0.900. (3) The reactants are [Cl:1][C:2]1[CH:3]=[CH:4][C:5]([O:25][CH3:26])=[C:6]([NH:8][C:9](=[O:24])[CH2:10][N:11]2[C:15]3[CH2:16][NH:17][CH2:18][CH2:19][C:14]=3[C:13]([C:20]([F:23])([F:22])[F:21])=[N:12]2)[CH:7]=1.C=O.[C:29](=O)([O-])[O-].[Na+].[Na+]. The catalyst is C(O)=O. The product is [Cl:1][C:2]1[CH:3]=[CH:4][C:5]([O:25][CH3:26])=[C:6]([NH:8][C:9](=[O:24])[CH2:10][N:11]2[C:15]3[CH2:16][N:17]([CH3:29])[CH2:18][CH2:19][C:14]=3[C:13]([C:20]([F:23])([F:22])[F:21])=[N:12]2)[CH:7]=1. The yield is 0.380. (4) The yield is 0.560. The product is [OH:32][CH2:31][CH2:30][CH:27]1[S:26][C:25]([C:10]2[NH:11][C:12]3[C:8]([CH:9]=2)=[CH:7][C:6]([O:5][CH2:4][CH2:3][O:2][CH3:1])=[CH:14][C:13]=3[N:15]([CH3:24])[S:16]([C:19]2[S:20][CH:21]=[CH:22][CH:23]=2)(=[O:17])=[O:18])=[N:29][CH2:28]1. The catalyst is O. The reactants are [CH3:1][O:2][CH2:3][CH2:4][O:5][C:6]1[CH:7]=[C:8]2[C:12](=[C:13]([N:15]([CH3:24])[S:16]([C:19]3[S:20][CH:21]=[CH:22][CH:23]=3)(=[O:18])=[O:17])[CH:14]=1)[NH:11][C:10]([C:25]1[S:26][CH:27]([CH2:30][C:31](OCC)=[O:32])[CH2:28][N:29]=1)=[CH:9]2.O1CCCC1.CO.[BH4-].[Li+]. (5) The reactants are [Cl:1][C:2]1[N:3]=[C:4]([N:12]2[CH2:17][CH2:16][O:15][CH2:14][CH2:13]2)[C:5]2[S:10][C:9]([NH2:11])=[CH:8][C:6]=2[N:7]=1.[CH3:18][C:19]([O:22][C:23](O[C:23]([O:22][C:19]([CH3:21])([CH3:20])[CH3:18])=[O:24])=[O:24])([CH3:21])[CH3:20].[H-].[Na+]. The catalyst is CN(C=O)C. The product is [Cl:1][C:2]1[N:3]=[C:4]([N:12]2[CH2:17][CH2:16][O:15][CH2:14][CH2:13]2)[C:5]2[S:10][C:9]([NH:11][C:23](=[O:24])[O:22][C:19]([CH3:21])([CH3:20])[CH3:18])=[CH:8][C:6]=2[N:7]=1. The yield is 0.475. (6) The reactants are [CH3:1][O:2][C:3]1[CH:4]=[C:5]([CH:20]=[CH:21][CH:22]=1)[CH2:6][N:7]([CH3:19])[C:8]([C:10]1[C:11]2[CH:12]=[CH:13][NH:14][C:15]=2[CH:16]=[CH:17][CH:18]=1)=[O:9].[NH2:23][C:24]1[N:29]=[C:28](Cl)[CH:27]=[CH:26][N:25]=1.C([O-])([O-])=O.[Cs+].[Cs+]. The catalyst is CN(C=O)C. The product is [NH2:23][C:24]1[N:29]=[C:28]([N:14]2[C:15]3[CH:16]=[CH:17][CH:18]=[C:10]([C:8]([N:7]([CH2:6][C:5]4[CH:20]=[CH:21][CH:22]=[C:3]([O:2][CH3:1])[CH:4]=4)[CH3:19])=[O:9])[C:11]=3[CH:12]=[CH:13]2)[CH:27]=[CH:26][N:25]=1. The yield is 0.340.